From a dataset of Retrosynthesis with 50K atom-mapped reactions and 10 reaction types from USPTO. Predict the reactants needed to synthesize the given product. Given the product CC1(C)OC(c2ccc(S(C)(=O)=O)cc2)=C(c2ccco2)C1=O, predict the reactants needed to synthesize it. The reactants are: CC1(C)OC(c2ccc(S(C)(=O)=O)cc2)=C(I)C1=O.OB(O)c1ccco1.